This data is from Reaction yield outcomes from USPTO patents with 853,638 reactions. The task is: Predict the reaction yield, written as a fraction of the theoretical maximum amount of product (1.0 means a 100% yield; for example, 0.34 means a 34% yield). (1) The reactants are [N:1]1([C:6]2[CH:13]=[CH:12][CH:11]=[CH:10][C:7]=2[CH:8]=[O:9])[CH:5]=[CH:4][N:3]=[CH:2]1.[F:14][C:15]([Si](C)(C)C)([F:17])[F:16]. The catalyst is C1COCC1.[F-].C([N+](CCCC)(CCCC)CCCC)CCC. The product is [F:14][C:15]([F:17])([F:16])[CH:8]([C:7]1[CH:10]=[CH:11][CH:12]=[CH:13][C:6]=1[N:1]1[CH:5]=[CH:4][N:3]=[CH:2]1)[OH:9]. The yield is 0.930. (2) The reactants are [CH3:1][O:2][C:3]1[CH:4]=[C:5]([CH:11]([NH:13][C:14]2[CH:15]=[C:16]([N:26]3[CH2:31][CH2:30][N:29](C(OC(C)(C)C)=O)[CH2:28][CH2:27]3)[CH:17]=[CH:18][C:19]=2[C:20](=[O:25])[C:21]([F:24])([F:23])[F:22])[CH3:12])[CH:6]=[C:7]([O:9][CH3:10])[CH:8]=1.[ClH:39]. The yield is 0.970. The product is [ClH:39].[CH3:1][O:2][C:3]1[CH:4]=[C:5]([CH:11]([NH:13][C:14]2[CH:15]=[C:16]([N:26]3[CH2:27][CH2:28][NH:29][CH2:30][CH2:31]3)[CH:17]=[CH:18][C:19]=2[C:20](=[O:25])[C:21]([F:22])([F:24])[F:23])[CH3:12])[CH:6]=[C:7]([O:9][CH3:10])[CH:8]=1. The catalyst is ClCCl.CO.C(OCC)C.